From a dataset of Full USPTO retrosynthesis dataset with 1.9M reactions from patents (1976-2016). Predict the reactants needed to synthesize the given product. (1) Given the product [F:1][C:2]1[C:10]2[CH2:9][O:8][C:7](=[O:11])[C:6]=2[CH:5]=[CH:4][C:3]=1[CH2:12][CH2:13][CH:14]1[CH2:15][CH2:16][N:17]([C:20]([O:22][C:23]([CH3:26])([CH3:25])[CH3:24])=[O:21])[CH2:18][CH2:19]1, predict the reactants needed to synthesize it. The reactants are: [F:1][C:2]1[C:10]2[CH2:9][O:8][C:7](=[O:11])[C:6]=2[CH:5]=[CH:4][C:3]=1/[CH:12]=[CH:13]/[CH:14]1[CH2:19][CH2:18][N:17]([C:20]([O:22][C:23]([CH3:26])([CH3:25])[CH3:24])=[O:21])[CH2:16][CH2:15]1.CC(O)=O. (2) Given the product [Br:1][C:2]1[C:11]2[C:6](=[CH:7][CH:8]=[CH:9][CH:10]=2)[C:5]([CH2:12][OH:13])=[CH:4][CH:3]=1, predict the reactants needed to synthesize it. The reactants are: [Br:1][C:2]1[C:11]2[C:6](=[CH:7][CH:8]=[CH:9][CH:10]=2)[C:5]([C:12](O)=[O:13])=[CH:4][CH:3]=1.B.C1COCC1. (3) Given the product [CH2:1]([O:8][C:9]([NH:11][C:12]1[C:21]2[N:22]=[C:23]([CH2:30][O:31][CH2:32][CH3:33])[N:24]([CH2:25][C:26]([O:29][C:60](=[O:61])[CH2:59][N:58]([CH2:51][C:52]3[CH:57]=[CH:56][CH:55]=[CH:54][CH:53]=3)[CH2:63][C:64]3[CH:69]=[CH:68][CH:67]=[CH:66][CH:65]=3)([CH3:28])[CH3:27])[C:20]=2[C:19]2[CH:18]=[CH:17][C:16]([CH2:34][CH2:35][C:36]([O:38][CH2:39][CH3:40])=[O:37])=[CH:15][C:14]=2[N:13]=1)=[O:10])[C:2]1[CH:7]=[CH:6][CH:5]=[CH:4][CH:3]=1, predict the reactants needed to synthesize it. The reactants are: [CH2:1]([O:8][C:9]([N:11](C(OCC1C=CC=CC=1)=O)[C:12]1[C:21]2[N:22]=[C:23]([CH2:30][O:31][CH2:32][CH3:33])[N:24]([CH2:25][C:26]([OH:29])([CH3:28])[CH3:27])[C:20]=2[C:19]2[CH:18]=[CH:17][C:16]([CH2:34][CH2:35][C:36]([O:38][CH2:39][CH3:40])=[O:37])=[CH:15][C:14]=2[N:13]=1)=[O:10])[C:2]1[CH:7]=[CH:6][CH:5]=[CH:4][CH:3]=1.[CH2:51]([N:58]([CH2:63][C:64]1[CH:69]=[CH:68][CH:67]=[CH:66][CH:65]=1)[CH2:59][C:60](O)=[O:61])[C:52]1[CH:57]=[CH:56][CH:55]=[CH:54][CH:53]=1.C(N=C=NCCCN(C)C)C. (4) The reactants are: [CH2:1]([O:8][C@H:9]1[C@H:15]([O:16][CH2:17][C:18]2[CH:23]=[CH:22][CH:21]=[CH:20][CH:19]=2)[C@@H:14]([O:24][CH2:25][C:26]2[CH:31]=[CH:30][CH:29]=[CH:28][CH:27]=2)[C@:13]2([C:33]3[CH:38]=[CH:37][C:36]([Cl:39])=[C:35]([CH2:40][C:41]4[CH:46]=[CH:45][C:44]([O:47][CH2:48][CH3:49])=[C:43]([F:50])[C:42]=4[F:51])[CH:34]=3)[O:32][C@@:10]1([C:52]([OH:54])=[O:53])[CH2:11][O:12]2)[C:2]1[CH:7]=[CH:6][CH:5]=[CH:4][CH:3]=1.S(=O)(=O)(O)O.[C:60](=O)(O)[O-].[Na+].O. Given the product [CH2:1]([O:8][C@H:9]1[C@H:15]([O:16][CH2:17][C:18]2[CH:23]=[CH:22][CH:21]=[CH:20][CH:19]=2)[C@@H:14]([O:24][CH2:25][C:26]2[CH:27]=[CH:28][CH:29]=[CH:30][CH:31]=2)[C@:13]2([C:33]3[CH:38]=[CH:37][C:36]([Cl:39])=[C:35]([CH2:40][C:41]4[CH:46]=[CH:45][C:44]([O:47][CH2:48][CH3:49])=[C:43]([F:50])[C:42]=4[F:51])[CH:34]=3)[O:32][C@@:10]1([C:52]([O:54][CH3:60])=[O:53])[CH2:11][O:12]2)[C:2]1[CH:3]=[CH:4][CH:5]=[CH:6][CH:7]=1, predict the reactants needed to synthesize it. (5) Given the product [Br:1][C:2]1[CH:3]=[C:4]([C:8](=[O:17])[C:9]([C:10]2[CH:15]=[CH:14][N:13]=[CH:12][CH:11]=2)=[O:33])[CH:5]=[CH:6][CH:7]=1, predict the reactants needed to synthesize it. The reactants are: [Br:1][C:2]1[CH:3]=[C:4]([C:8]#[C:9][C:10]2[CH:15]=[CH:14][N:13]=[CH:12][CH:11]=2)[CH:5]=[CH:6][CH:7]=1.C([O-])(O)=[O:17].[Na+].[O-]S([O-])(=O)=O.[Mg+2].[Mn]([O-])(=O)(=O)=O.[K+].[OH2:33]. (6) Given the product [CH2:1]([C:3]1[S:7][CH:6]=[C:5]([CH2:8][NH:9][CH2:10][C@@H:11]([OH:28])[C@@H:12]([NH:20][C:21](=[O:27])[O:22][C:23]([CH3:25])([CH3:24])[CH3:26])[CH2:13][C:14]2[CH:15]=[CH:16][CH:17]=[CH:18][CH:19]=2)[CH:4]=1)[CH3:2], predict the reactants needed to synthesize it. The reactants are: [CH:1]([C:3]1[S:7][CH:6]=[C:5]([CH2:8][NH:9][CH2:10][C@@H:11]([OH:28])[C@@H:12]([NH:20][C:21](=[O:27])[O:22][C:23]([CH3:26])([CH3:25])[CH3:24])[CH2:13][C:14]2[CH:19]=[CH:18][CH:17]=[CH:16][CH:15]=2)[CH:4]=1)=[CH2:2]. (7) Given the product [CH:27]1([N:31]2[C:17](=[O:18])[C:16]([CH2:15][C:12]3[CH:13]=[CH:14][C:9]([C:4]4[C:3]([C:1]#[N:2])=[CH:8][CH:7]=[CH:6][CH:5]=4)=[CH:10][CH:11]=3)=[C:22]([CH2:23][CH2:24][CH3:25])[N:33]3[N:34]=[C:35]([CH3:37])[N:36]=[C:32]23)[CH2:28][CH2:29][CH2:30]1, predict the reactants needed to synthesize it. The reactants are: [C:1]([C:3]1[CH:8]=[CH:7][CH:6]=[CH:5][C:4]=1[C:9]1[CH:14]=[CH:13][C:12]([CH2:15][CH:16]([C:22](=O)[CH2:23][CH2:24][CH3:25])[C:17](OCC)=[O:18])=[CH:11][CH:10]=1)#[N:2].[CH:27]1([NH:31][C:32]2[NH:36][C:35]([CH3:37])=[N:34][N:33]=2)[CH2:30][CH2:29][CH2:28]1.